Task: Predict the reaction yield, written as a fraction of the theoretical maximum amount of product (1.0 means a 100% yield; for example, 0.34 means a 34% yield).. Dataset: Reaction yield outcomes from USPTO patents with 853,638 reactions (1) The reactants are FC(F)(F)C1C=C(NC(=O)NC2C=CC(C3SC(CCC(OC)=O)=NC=3)=CC=2)C=CC=1.[NH2:32][C:33]1[CH:38]=[CH:37][C:36]([C:39]2[N:43]=[C:42]([CH2:44][CH2:45][C:46](C)(C)[C:47]([O:49][CH3:50])=[O:48])[O:41][N:40]=2)=[CH:35][CH:34]=1.[Cl:53][C:54]1[CH:59]=[CH:58][C:57]([N:60]=[C:61]=[O:62])=[C:56]([O:63][C:64]2[CH:69]=[CH:68][CH:67]=[CH:66][CH:65]=2)[CH:55]=1. No catalyst specified. The product is [Cl:53][C:54]1[CH:59]=[CH:58][C:57]([NH:60][C:61](=[O:62])[NH:32][C:33]2[CH:34]=[CH:35][C:36]([C:39]3[N:43]=[C:42]([CH2:44][CH2:45][CH2:46][C:47]([O:49][CH3:50])=[O:48])[O:41][N:40]=3)=[CH:37][CH:38]=2)=[C:56]([O:63][C:64]2[CH:65]=[CH:66][CH:67]=[CH:68][CH:69]=2)[CH:55]=1. The yield is 0.454. (2) The reactants are [NH2:1][C:2]1[CH:7]=[C:6]([O:8][C:9]2[CH:14]=[CH:13][C:12]([NH:15][C:16](=[O:22])[O:17][C:18]([CH3:21])([CH3:20])[CH3:19])=[CH:11][C:10]=2[F:23])[CH:5]=[CH:4][N:3]=1.[C:24](Cl)(=[O:26])[CH3:25]. The catalyst is N1C=CC=CC=1.CCOC(C)=O. The product is [C:24]([NH:1][C:2]1[CH:7]=[C:6]([O:8][C:9]2[CH:14]=[CH:13][C:12]([NH:15][C:16](=[O:22])[O:17][C:18]([CH3:19])([CH3:20])[CH3:21])=[CH:11][C:10]=2[F:23])[CH:5]=[CH:4][N:3]=1)(=[O:26])[CH3:25]. The yield is 0.680. (3) The reactants are [C:1]1([CH:7]([C:20]2[CH:25]=[CH:24][CH:23]=[CH:22][CH:21]=2)[CH2:8][CH2:9][NH:10][C:11](=[O:19])[C:12]2[CH:17]=[CH:16][C:15]([OH:18])=[N:14][CH:13]=2)[CH:6]=[CH:5][CH:4]=[CH:3][CH:2]=1.Br[CH2:27][CH2:28][O:29][CH2:30][CH3:31]. No catalyst specified. The product is [C:20]1([CH:7]([C:1]2[CH:2]=[CH:3][CH:4]=[CH:5][CH:6]=2)[CH2:8][CH2:9][NH:10][C:11]([C:12]2[CH:17]=[CH:16][C:15](=[O:18])[N:14]([CH2:27][CH2:28][O:29][CH2:30][CH3:31])[CH:13]=2)=[O:19])[CH:25]=[CH:24][CH:23]=[CH:22][CH:21]=1. The yield is 0.247.